This data is from Experimentally validated miRNA-target interactions with 360,000+ pairs, plus equal number of negative samples. The task is: Binary Classification. Given a miRNA mature sequence and a target amino acid sequence, predict their likelihood of interaction. The miRNA is hsa-miR-6727-3p with sequence UCCUGCCACCUCCUCCGCAG. The protein sequence of the target gene is MAESGGSSGGAGGGGAFGAGPGPERPNSTADKNGALKCTFSAPSHSTSLLQGLATLRAQGQLLDVVLTINREAFPAHKVVLAACSDYFRAMFTGGMREASQDVIELKGVSARGLRHIIDFAYSAEVTLDLDCVQDVLGAAVFLQMLPVVELCEEFLKAAMSVETCLNIGQMATTFSLASLRESVDAFTFRHFLQIAEEEDFLRLPLERLVFFLQSNRLQSCAEIDLFRAAVRWLQHDPARRPRASHVLCHIRFPLMQSSELVDSVQTLDIMVEDVLCRQYLLEAFNYQVLPFRQHEMQSP.... Result: 0 (no interaction).